Dataset: Forward reaction prediction with 1.9M reactions from USPTO patents (1976-2016). Task: Predict the product of the given reaction. (1) Given the reactants [Cl:1][C:2]1[CH:3]=[N+:4]([O-:37])[CH:5]=[C:6]([Cl:36])[C:7]=1[CH2:8][C@@H:9]([C:25]1[CH:30]=[CH:29][C:28]([O:31][CH:32]([F:34])[F:33])=[C:27]([OH:35])[CH:26]=1)[O:10][C:11](=[O:24])[CH2:12][N:13]1[C:21](=[O:22])[C:20]2[C:15](=[CH:16][CH:17]=[CH:18][CH:19]=2)[C:14]1=[O:23].C(=O)([O-])[O-].[K+].[K+].CC1C=CC(S(O[CH:55]2[CH2:59][CH2:58][O:57][CH2:56]2)(=O)=O)=CC=1.O, predict the reaction product. The product is: [Cl:1][C:2]1[CH:3]=[N+:4]([O-:37])[CH:5]=[C:6]([Cl:36])[C:7]=1[CH2:8][C@@H:9]([C:25]1[CH:30]=[CH:29][C:28]([O:31][CH:32]([F:34])[F:33])=[C:27]([O:35][CH:55]2[CH2:59][CH2:58][O:57][CH2:56]2)[CH:26]=1)[O:10][C:11](=[O:24])[CH2:12][N:13]1[C:21](=[O:22])[C:20]2[C:15](=[CH:16][CH:17]=[CH:18][CH:19]=2)[C:14]1=[O:23]. (2) Given the reactants [CH:1]1([C:4]2[N:8]=[C:7]([CH:9]3[CH2:14][CH:13]([C:15]4[CH:20]=[CH:19][C:18]([C:21]([F:24])([F:23])[F:22])=[CH:17][CH:16]=4)[CH2:12][NH:11][CH2:10]3)[O:6][N:5]=2)[CH2:3][CH2:2]1.[C:25]([O:29][C:30]([NH:32][C:33]1([C:38](O)=[O:39])[CH2:37][CH2:36][CH2:35][CH2:34]1)=[O:31])([CH3:28])([CH3:27])[CH3:26], predict the reaction product. The product is: [C:25]([O:29][C:30](=[O:31])[NH:32][C:33]1([C:38]([N:11]2[CH2:12][CH:13]([C:15]3[CH:16]=[CH:17][C:18]([C:21]([F:23])([F:22])[F:24])=[CH:19][CH:20]=3)[CH2:14][CH:9]([C:7]3[O:6][N:5]=[C:4]([CH:1]4[CH2:2][CH2:3]4)[N:8]=3)[CH2:10]2)=[O:39])[CH2:37][CH2:36][CH2:35][CH2:34]1)([CH3:28])([CH3:26])[CH3:27].